The task is: Predict the reaction yield, written as a fraction of the theoretical maximum amount of product (1.0 means a 100% yield; for example, 0.34 means a 34% yield).. This data is from Reaction yield outcomes from USPTO patents with 853,638 reactions. (1) The reactants are C(=O)([O-])[O-].[K+].[K+].[F:7][C:8]1[CH:9]=[C:10]([C:15]#[C:16][Si](C)(C)C)[CH:11]=[CH:12][C:13]=1[F:14].Cl. The catalyst is C(O)C. The product is [C:15]([C:10]1[CH:11]=[CH:12][C:13]([F:14])=[C:8]([F:7])[CH:9]=1)#[CH:16]. The yield is 0.760. (2) The reactants are [Cl:1][C:2]1[CH:7]=[C:6](I)[CH:5]=[CH:4][N:3]=1.[Li]CCCC.[O:14]1[CH2:17][C:16](=[O:18])[CH2:15]1. The catalyst is C1COCC1. The product is [Cl:1][C:2]1[CH:7]=[C:6]([C:16]2([OH:18])[CH2:17][O:14][CH2:15]2)[CH:5]=[CH:4][N:3]=1. The yield is 0.860. (3) The yield is 0.0700. The product is [CH3:43][NH:42][C:40]([C:38]1[CH:37]=[CH:36][C:35]([C:44]2[CH:49]=[CH:48][C:47]([C:50]#[N:51])=[CH:46][CH:45]=2)=[C:34]([CH2:33][O:31][C:28]2[CH:29]=[CH:30][C:25]([C:8]3[N:7]([CH:1]4[CH2:2][CH2:3][CH2:4][CH2:5][CH2:6]4)[C:11]4=[N:12][CH:13]=[C:14]([C:16]5[NH:17][N:18]=[N:19][N:20]=5)[CH:15]=[C:10]4[N:9]=3)=[CH:26][CH:27]=2)[CH:39]=1)=[O:41]. The catalyst is CN(C)C=O. The reactants are [CH:1]1([N:7]2[C:11]3=[N:12][CH:13]=[C:14]([C:16]4[N:20](CCC#N)[N:19]=[N:18][N:17]=4)[CH:15]=[C:10]3[N:9]=[C:8]2[C:25]2[CH:30]=[CH:29][C:28]([OH:31])=[CH:27][CH:26]=2)[CH2:6][CH2:5][CH2:4][CH2:3][CH2:2]1.Br[CH2:33][C:34]1[CH:39]=[C:38]([C:40]([NH:42][CH3:43])=[O:41])[CH:37]=[CH:36][C:35]=1[C:44]1[CH:49]=[CH:48][C:47]([C:50]#[N:51])=[CH:46][CH:45]=1.C(=O)([O-])[O-].[Cs+].[Cs+].C(OCC)(=O)C. (4) The reactants are [F:1][C:2]1[CH:7]=[C:6]([N+:8]([O-:10])=[O:9])[CH:5]=[CH:4][C:3]=1[N:11]1[CH2:16][C@@H:15]([CH3:17])[NH:14][CH2:13][C@@H:12]1C.F[C:20]1C=CC([N+]([O-])=O)=CC=1F.C[C@H]1CNC[C@@H](C)N1. No catalyst specified. The product is [F:1][C:2]1[CH:7]=[C:6]([N+:8]([O-:10])=[O:9])[CH:5]=[CH:4][C:3]=1[N:11]1[CH2:12][C@H:13]([CH3:20])[NH:14][C@H:15]([CH3:17])[CH2:16]1. The yield is 1.03. (5) The reactants are [ClH:1].Cl.[CH2:3]([N:12]1[CH2:17][CH2:16][NH:15][CH2:14][CH2:13]1)[C:4]([C:6]1[CH:11]=[CH:10][CH:9]=[CH:8][CH:7]=1)=[O:5].[Cl:18][CH2:19][C:20]1[CH:21]=[N:22][CH:23]=[CH:24][CH:25]=1.C([O-])([O-])=O.[K+].[K+]. The catalyst is CN(C=O)C. The product is [ClH:18].[ClH:1].[ClH:18].[N:22]1[CH:23]=[CH:24][CH:25]=[C:20]([CH2:19][N:15]2[CH2:16][CH2:17][N:12]([CH2:3][C:4]([C:6]3[CH:7]=[CH:8][CH:9]=[CH:10][CH:11]=3)=[O:5])[CH2:13][CH2:14]2)[CH:21]=1. The yield is 0.658.